Dataset: Peptide-MHC class II binding affinity with 134,281 pairs from IEDB. Task: Regression. Given a peptide amino acid sequence and an MHC pseudo amino acid sequence, predict their binding affinity value. This is MHC class II binding data. (1) The MHC is DRB1_0404 with pseudo-sequence DRB1_0404. The peptide sequence is STVLGFAALAAAAAF. The binding affinity (normalized) is 0.988. (2) The peptide sequence is KLIGGIGGFIKVRQYDQIPI. The MHC is DRB3_0101 with pseudo-sequence DRB3_0101. The binding affinity (normalized) is 0.211. (3) The peptide sequence is ALTLKGTSYKICTDK. The MHC is DRB1_0101 with pseudo-sequence DRB1_0101. The binding affinity (normalized) is 0.136. (4) The peptide sequence is YFVAILDYLNHMAKE. The MHC is HLA-DQA10301-DQB10301 with pseudo-sequence HLA-DQA10301-DQB10301. The binding affinity (normalized) is 0.263. (5) The peptide sequence is EKKYEAATQFEPLAA. The MHC is DRB1_1602 with pseudo-sequence DRB1_1602. The binding affinity (normalized) is 0.407. (6) The peptide sequence is LDAAYSVAYKAAVGA. The MHC is HLA-DQA10501-DQB10301 with pseudo-sequence HLA-DQA10501-DQB10301. The binding affinity (normalized) is 0.701. (7) The binding affinity (normalized) is 0.340. The MHC is DRB4_0101 with pseudo-sequence DRB4_0103. The peptide sequence is ALFYKLDVVPID. (8) The peptide sequence is VANNTRLWVYCGNGTPNELG. The MHC is DRB1_0301 with pseudo-sequence DRB1_0301. The binding affinity (normalized) is 0. (9) The peptide sequence is TVDQQFSTTHSNIEK. The MHC is DRB1_0101 with pseudo-sequence DRB1_0101. The binding affinity (normalized) is 0.315. (10) The peptide sequence is GELQHVDKIDAAFKI. The MHC is DRB5_0101 with pseudo-sequence DRB5_0101. The binding affinity (normalized) is 0.871.